This data is from Peptide-MHC class I binding affinity with 185,985 pairs from IEDB/IMGT. The task is: Regression. Given a peptide amino acid sequence and an MHC pseudo amino acid sequence, predict their binding affinity value. This is MHC class I binding data. (1) The peptide sequence is VYQFKSVE. The MHC is H-2-Kb with pseudo-sequence H-2-Kb. The binding affinity (normalized) is 0.102. (2) The peptide sequence is TSPTENTT. The MHC is Mamu-A01 with pseudo-sequence Mamu-A01. The binding affinity (normalized) is 0.